From a dataset of Full USPTO retrosynthesis dataset with 1.9M reactions from patents (1976-2016). Predict the reactants needed to synthesize the given product. The reactants are: Br[C:2]1[CH:7]=[CH:6][C:5]([Br:8])=[CH:4][N:3]=1.[NH:9]1[CH:13]=[CH:12][N:11]=[N:10]1.C(=O)([O-])[O-].[K+].[K+]. Given the product [N:9]1([C:2]2[CH:7]=[CH:6][C:5]([Br:8])=[CH:4][N:3]=2)[CH:13]=[CH:12][N:11]=[N:10]1, predict the reactants needed to synthesize it.